This data is from Full USPTO retrosynthesis dataset with 1.9M reactions from patents (1976-2016). The task is: Predict the reactants needed to synthesize the given product. (1) Given the product [Cl:12][C:8]1[CH:7]=[C:6]([CH:2]2[NH:1][C:13]3([CH2:18][CH2:17][CH2:16][CH2:15][CH2:14]3)[NH:5][C:3]2=[O:4])[CH:11]=[CH:10][CH:9]=1, predict the reactants needed to synthesize it. The reactants are: [NH2:1][CH:2]([C:6]1[CH:11]=[CH:10][CH:9]=[C:8]([Cl:12])[CH:7]=1)[C:3]([NH2:5])=[O:4].[C:13]1(=O)[CH2:18][CH2:17][CH2:16][CH2:15][CH2:14]1. (2) Given the product [CH3:34][O:33][C:30]1[CH:31]=[CH:32][C:27]([NH:24][C:25]([N:7]2[CH2:6][C:5]3[CH:9]=[CH:10][C:11]([C:13]([O:15][CH3:16])=[O:14])=[CH:12][C:4]=3[O:3][C@H:2]([CH3:1])[CH2:8]2)=[O:26])=[CH:28][CH:29]=1, predict the reactants needed to synthesize it. The reactants are: [CH3:1][C@@H:2]1[CH2:8][NH:7][CH2:6][C:5]2[CH:9]=[CH:10][C:11]([C:13]([O:15][CH3:16])=[O:14])=[CH:12][C:4]=2[O:3]1.CCN(CC)CC.[N:24]([C:27]1[CH:32]=[CH:31][C:30]([O:33][CH3:34])=[CH:29][CH:28]=1)=[C:25]=[O:26]. (3) Given the product [N:11]1([C:14]2[N:15]=[N:16][CH:17]=[C:18]([C:20]([F:23])([F:21])[F:22])[CH:19]=2)[CH2:12][CH2:13][NH:8][CH2:9][CH2:10]1, predict the reactants needed to synthesize it. The reactants are: C(OC([N:8]1[CH2:13][CH2:12][N:11]([C:14]2[N:15]=[N:16][CH:17]=[C:18]([C:20]([F:23])([F:22])[F:21])[CH:19]=2)[CH2:10][CH2:9]1)=O)(C)(C)C.FC(F)(F)C(O)=O. (4) Given the product [Cl:10][C:11]1[CH:12]=[C:13]2[C:18](=[CH:19][CH:20]=1)[C:17](=[O:21])[N:16]([C:2]1[CH:7]=[N:6][CH:5]=[C:4]([CH2:8][OH:9])[CH:3]=1)[CH2:15][CH2:14]2, predict the reactants needed to synthesize it. The reactants are: Br[C:2]1[CH:3]=[C:4]([CH2:8][OH:9])[CH:5]=[N:6][CH:7]=1.[Cl:10][C:11]1[CH:12]=[C:13]2[C:18](=[CH:19][CH:20]=1)[C:17](=[O:21])[NH:16][CH2:15][CH2:14]2.C([O-])([O-])=O.[Cs+].[Cs+].N[C@H]1CCCC[C@@H]1N. (5) The reactants are: C[Si](C)(C)CCOC[N:7]1[C:11]2[CH:12]=[CH:13][CH:14]=[CH:15][C:10]=2[N:9]=[C:8]1[C:16]1[O:17][C:18]2[CH:24]=[C:23]([C:25]3[CH:26]=[C:27]([NH2:31])[CH:28]=[N:29][CH:30]=3)[CH:22]=[CH:21][C:19]=2[N:20]=1.N1C=CC=CC=1.[F:40][C:41]1[CH:46]=[CH:45][C:44]([S:47](Cl)(=[O:49])=[O:48])=[CH:43][CH:42]=1. Given the product [NH:7]1[C:11]2[CH:12]=[CH:13][CH:14]=[CH:15][C:10]=2[N:9]=[C:8]1[C:16]1[O:17][C:18]2[CH:24]=[C:23]([C:25]3[CH:26]=[C:27]([NH:31][S:47]([C:44]4[CH:45]=[CH:46][C:41]([F:40])=[CH:42][CH:43]=4)(=[O:49])=[O:48])[CH:28]=[N:29][CH:30]=3)[CH:22]=[CH:21][C:19]=2[N:20]=1, predict the reactants needed to synthesize it. (6) Given the product [Br:1][C:2]1[CH:3]=[CH:4][C:5]([F:9])=[C:6]([N:7]2[CH:12]=[CH:16][CH:15]=[CH:14]2)[CH:8]=1, predict the reactants needed to synthesize it. The reactants are: [Br:1][C:2]1[CH:3]=[CH:4][C:5]([F:9])=[C:6]([CH:8]=1)[NH2:7].CO[CH:12]1[CH2:16][CH2:15][CH:14](OC)O1. (7) Given the product [C:1]([O:5][C:6](=[O:43])[CH2:7][N:8]([CH2:33][C:34]1[CH:42]=[CH:41][C:37]([C:38]([O:40][CH2:45][C:46]([C:48]2[CH:53]=[CH:52][C:51]([C:54]3[CH:59]=[CH:58][C:57]([CH3:60])=[CH:56][CH:55]=3)=[CH:50][CH:49]=2)=[O:47])=[O:39])=[CH:36][CH:35]=1)[C:9](=[O:32])[C:10]1[CH:11]=[CH:12][C:13]([NH:16][C:17](=[O:31])[CH2:18][C:19]2[CH:24]=[CH:23][C:22]([O:25][CH3:26])=[CH:21][C:20]=2[C:27]([F:28])([F:29])[F:30])=[CH:14][CH:15]=1)([CH3:4])([CH3:2])[CH3:3], predict the reactants needed to synthesize it. The reactants are: [C:1]([O:5][C:6](=[O:43])[CH2:7][N:8]([CH2:33][C:34]1[CH:42]=[CH:41][C:37]([C:38]([OH:40])=[O:39])=[CH:36][CH:35]=1)[C:9](=[O:32])[C:10]1[CH:15]=[CH:14][C:13]([NH:16][C:17](=[O:31])[CH2:18][C:19]2[CH:24]=[CH:23][C:22]([O:25][CH3:26])=[CH:21][C:20]=2[C:27]([F:30])([F:29])[F:28])=[CH:12][CH:11]=1)([CH3:4])([CH3:3])[CH3:2].Br[CH2:45][C:46]([C:48]1[CH:53]=[CH:52][C:51]([C:54]2[CH:59]=[CH:58][C:57]([CH3:60])=[CH:56][CH:55]=2)=[CH:50][CH:49]=1)=[O:47].CCN(C(C)C)C(C)C. (8) Given the product [BrH:12].[C:20]([C:19]1[CH:22]=[CH:23][C:16]([C:14](=[O:15])[CH2:13][N:1]2[CH2:6][CH2:5][CH2:4][C@H:3]([C:7]([O:9][CH2:10][CH3:11])=[O:8])[CH2:2]2)=[CH:17][CH:18]=1)#[N:21], predict the reactants needed to synthesize it. The reactants are: [NH:1]1[CH2:6][CH2:5][CH2:4][C@H:3]([C:7]([O:9][CH2:10][CH3:11])=[O:8])[CH2:2]1.[Br:12][CH2:13][C:14]([C:16]1[CH:23]=[CH:22][C:19]([C:20]#[N:21])=[CH:18][CH:17]=1)=[O:15].